Dataset: Reaction yield outcomes from USPTO patents with 853,638 reactions. Task: Predict the reaction yield, written as a fraction of the theoretical maximum amount of product (1.0 means a 100% yield; for example, 0.34 means a 34% yield). (1) The reactants are [OH:1][C:2]1[C:15]2[C:14](=[O:16])[C:13]3[CH:12]=[C:11]4[CH:17]=[CH:18][CH:19]=[CH:20][C:10]4=[CH:9][C:8]=3[O:7][C:6]=2[CH:5]=[C:4]([OH:21])[CH:3]=1.C([O-])([O-])=O.[K+].[K+].CN(C=O)C.[CH2:33]([CH:35]1[O:37][CH2:36]1)Cl. The catalyst is O. The product is [OH:1][C:2]1[C:15]2[C:14](=[O:16])[C:13]3[CH:12]=[C:11]4[CH:17]=[CH:18][CH:19]=[CH:20][C:10]4=[CH:9][C:8]=3[O:7][C:6]=2[CH:5]=[C:4]([O:21][CH2:33][CH:35]2[CH2:36][O:37]2)[CH:3]=1. The yield is 0.108. (2) The yield is 0.270. The catalyst is Cl[Pd](Cl)([P](C1C=CC=CC=1)(C1C=CC=CC=1)C1C=CC=CC=1)[P](C1C=CC=CC=1)(C1C=CC=CC=1)C1C=CC=CC=1.[Cu]I. The reactants are Br[C:2]1[C:6]2[C:7]([NH2:12])=[N:8][CH:9]=[C:10](I)[C:5]=2[S:4][CH:3]=1.[CH2:13]([O:16][C:17]1[CH:22]=[CH:21][CH:20]=[CH:19][CH:18]=1)[C:14]#[CH:15].[CH:23]1[CH:28]=CC(P(C2C=CC=CC=2)C2C=CC=CC=2)=C[CH:24]=1.CC[N:44]([CH2:47]C)CC.C[O:50]CCOC.O.C(O)C. The product is [NH2:12][C:7]1[C:6]2[C:2]([C:15]#[C:14][CH2:13][O:16][C:17]3[CH:22]=[CH:21][CH:20]=[CH:19][CH:18]=3)=[CH:3][S:4][C:5]=2[C:10](/[CH:24]=[CH:23]/[C:28]([NH:44][CH3:47])=[O:50])=[CH:9][N:8]=1. (3) The reactants are Br[C:2]1[CH:3]=[CH:4][C:5]2[C:6]3[CH2:16][N:15]([C:17]([O:19][C:20]([CH3:23])([CH3:22])[CH3:21])=[O:18])[CH2:14][CH2:13][CH2:12][C:7]=3[N:8]([CH3:11])[C:9]=2[CH:10]=1.[CH3:24][C:25]1[N:30]=[CH:29][C:28]([C:31]2[CH:36]=[CH:35][NH:34][C:33](=[O:37])[CH:32]=2)=[CH:27][CH:26]=1.C([O-])([O-])=O.[Cs+].[Cs+].OC1C=CC=C2C=1N=CC=C2. The catalyst is CS(C)=O.[Cu](I)I. The product is [CH3:11][N:8]1[C:9]2[CH:10]=[C:2]([N:34]3[CH:35]=[CH:36][C:31]([C:28]4[CH:29]=[N:30][C:25]([CH3:24])=[CH:26][CH:27]=4)=[CH:32][C:33]3=[O:37])[CH:3]=[CH:4][C:5]=2[C:6]2[CH2:16][N:15]([C:17]([O:19][C:20]([CH3:23])([CH3:22])[CH3:21])=[O:18])[CH2:14][CH2:13][CH2:12][C:7]1=2. The yield is 0.250. (4) The reactants are Cl[C:2]1[CH:3]=[CH:4][C:5]2[O:14][CH2:13][CH2:12][C:11]3[CH:10]=[C:9]([C:15]4[N:16]([C:20]5[CH:25]=[CH:24][C:23]([F:26])=[CH:22][C:21]=5[F:27])[N:17]=[CH:18][N:19]=4)[S:8][C:7]=3[C:6]=2[N:28]=1.Cl.[CH:30]1(NC)[CH2:34][CH2:33][CH2:32][CH2:31]1.[CH2:37]([N:41]1CCN2CCN(CCCC)P1N(CCCC)CC2)CCC.CC(C)([O-])C. The catalyst is O1CCOCC1.CC([O-])=O.CC([O-])=O.[Pd+2]. The product is [CH:30]1([CH2:37][NH:41][C:2]2[CH:3]=[CH:4][C:5]3[O:14][CH2:13][CH2:12][C:11]4[CH:10]=[C:9]([C:15]5[N:16]([C:20]6[CH:25]=[CH:24][C:23]([F:26])=[CH:22][C:21]=6[F:27])[N:17]=[CH:18][N:19]=5)[S:8][C:7]=4[C:6]=3[N:28]=2)[CH2:31][CH2:32][CH2:33][CH2:34]1. The yield is 0.130. (5) The reactants are [NH2:1][CH2:2][C:3]1[N:4]=[C:5]([NH:8][C:9]([NH:11][C:12]2[CH:17]=[CH:16][C:15]([CH3:18])=[CH:14][C:13]=2[C:19]([CH:21]2[CH2:25][CH2:24][CH2:23][CH2:22]2)=[O:20])=[O:10])[S:6][CH:7]=1.[N:26]1([C:31](N)=[NH:32])C=CC=C1.CCN(C(C)C)C(C)C. The catalyst is C1COCC1. The product is [CH:21]1([C:19]([C:13]2[CH:14]=[C:15]([CH3:18])[CH:16]=[CH:17][C:12]=2[NH:11][C:9]([NH:8][C:5]2[S:6][CH:7]=[C:3]([CH2:2][NH:1][C:31]([NH2:32])=[NH:26])[N:4]=2)=[O:10])=[O:20])[CH2:25][CH2:24][CH2:23][CH2:22]1. The yield is 0.880. (6) The reactants are [CH:1]([C:4]1[CH:11]=[CH:10][C:7]([CH:8]=O)=[CH:6][CH:5]=1)([CH3:3])[CH3:2].[NH2:12][C:13]1[N:14]=[N:15][C:16]([CH3:19])=[CH:17][CH:18]=1.C([O:22][C:23](=O)[C:24]([OH:39])=[CH:25][C:26](=[O:38])[C:27]1[CH:32]=[CH:31][C:30]([O:33][C:34]([F:37])([F:36])[F:35])=[CH:29][CH:28]=1)C. No catalyst specified. The product is [OH:39][C:24]1[C:23](=[O:22])[N:12]([C:13]2[N:14]=[N:15][C:16]([CH3:19])=[CH:17][CH:18]=2)[CH:8]([C:7]2[CH:10]=[CH:11][C:4]([CH:1]([CH3:3])[CH3:2])=[CH:5][CH:6]=2)[C:25]=1[C:26](=[O:38])[C:27]1[CH:28]=[CH:29][C:30]([O:33][C:34]([F:36])([F:37])[F:35])=[CH:31][CH:32]=1. The yield is 0.0700. (7) The reactants are [CH:1]1([C:4]2[CH:9]=[CH:8][C:7]([N+:10]([O-])=O)=[C:6]([F:13])[CH:5]=2)[CH2:3][CH2:2]1.[Cl-].[NH4+].CCO.C1COCC1. The catalyst is O.[Fe]. The product is [CH:1]1([C:4]2[CH:9]=[CH:8][C:7]([NH2:10])=[C:6]([F:13])[CH:5]=2)[CH2:3][CH2:2]1. The yield is 0.990. (8) The reactants are [NH2:1][C:2]1[CH:18]=[CH:17][C:5]([CH2:6][NH:7][C:8](=[O:16])[C@H:9]([NH:12][C:13](=[O:15])[CH3:14])[CH2:10][OH:11])=[CH:4][CH:3]=1.[Si]([N:23]=[N+:24]=[N-])(C)(C)C. The catalyst is CC#N. The product is [N:1]([C:2]1[CH:3]=[CH:4][C:5]([CH2:6][NH:7][C:8](=[O:16])[C@H:9]([NH:12][C:13](=[O:15])[CH3:14])[CH2:10][OH:11])=[CH:17][CH:18]=1)=[N+:23]=[N-:24]. The yield is 0.790. (9) The reactants are [CH3:1][C:2]1[O:6][C:5]([C:7]2[CH:12]=[CH:11][CH:10]=[CH:9][CH:8]=2)=[N:4][C:3]=1[CH2:13][O:14][C:15]1[CH:16]=[C:17]([CH:38]=[CH:39][CH:40]=1)[CH2:18][S:19][C:20]1[CH:21]=[C:22]([CH:35]=[CH:36][CH:37]=1)[CH2:23][CH:24](C(OCC)=O)[C:25]([O:27]CC)=[O:26].[OH-].[K+].O1CCCC1. The catalyst is C(O)C. The product is [CH3:1][C:2]1[O:6][C:5]([C:7]2[CH:8]=[CH:9][CH:10]=[CH:11][CH:12]=2)=[N:4][C:3]=1[CH2:13][O:14][C:15]1[CH:16]=[C:17]([CH:38]=[CH:39][CH:40]=1)[CH2:18][S:19][C:20]1[CH:21]=[C:22]([CH2:23][CH2:24][C:25]([OH:27])=[O:26])[CH:35]=[CH:36][CH:37]=1. The yield is 0.770.